Dataset: Forward reaction prediction with 1.9M reactions from USPTO patents (1976-2016). Task: Predict the product of the given reaction. (1) Given the reactants [N:1]([CH2:4][C@@H:5]1[O:9][C:8](=[O:10])[N:7]([C:11]2[CH:16]=[CH:15][C:14]([Br:17])=[CH:13][N:12]=2)[CH2:6]1)=[N+:2]=[N-:3].[CH:18]12CC(C=C1)C=[CH:19]2, predict the reaction product. The product is: [Br:17][C:14]1[CH:15]=[CH:16][C:11]([N:7]2[CH2:6][C@H:5]([CH2:4][N:1]3[CH:19]=[CH:18][N:3]=[N:2]3)[O:9][C:8]2=[O:10])=[N:12][CH:13]=1. (2) Given the reactants Cl[C:2]1[N:12]=[C:11]([NH:13][C:14]2[CH:19]=[CH:18][C:17]([CH2:20][N:21]3[CH2:25][CH2:24][CH2:23][CH2:22]3)=[CH:16][C:15]=2[Cl:26])[C:5]2[C:6](=[O:10])[NH:7][N:8]=[CH:9][C:4]=2[CH:3]=1.[CH:27]1([CH2:30][NH2:31])[CH2:29][CH2:28]1.CN(C)CC, predict the reaction product. The product is: [Cl:26][C:15]1[CH:16]=[C:17]([CH2:20][N:21]2[CH2:25][CH2:24][CH2:23][CH2:22]2)[CH:18]=[CH:19][C:14]=1[NH:13][C:11]1[C:5]2=[C:6]([OH:10])[N:7]=[N:8][CH:9]=[C:4]2[CH:3]=[C:2]([NH:31][CH2:30][CH:27]2[CH2:29][CH2:28]2)[N:12]=1. (3) The product is: [CH:16]1[C:17]2[C:12](=[CH:11][CH:10]=[CH:19][CH:18]=2)[CH:13]=[CH:14][N:15]=1. Given the reactants OC(C(F)(F)F)=O.CO[C:10]1[CH:11]=[C:12]2[C:17](=[CH:18][CH:19]=1)[C:16](=O)[NH:15][C:14](C1C=CC=CN=1)=[CH:13]2.O=P(Cl)(Cl)Cl, predict the reaction product. (4) Given the reactants [Cl:1][C:2]1[CH:10]=[C:9]2[C:5]([C:6]([CH2:11][CH2:12][NH:13][CH2:14][C:15]3[CH:20]=[CH:19][CH:18]=[C:17]([O:21][CH2:22][C:23]([F:29])([F:28])[C:24]([F:27])([F:26])[F:25])[CH:16]=3)=[CH:7][NH:8]2)=[CH:4][CH:3]=1.[CH3:30][C:31]([CH3:33])=O.C([BH3-])#N.[Na+].CO, predict the reaction product. The product is: [Cl:1][C:2]1[CH:10]=[C:9]2[C:5]([C:6]([CH2:11][CH2:12][N:13]([CH2:14][C:15]3[CH:20]=[CH:19][CH:18]=[C:17]([O:21][CH2:22][C:23]([F:29])([F:28])[C:24]([F:25])([F:26])[F:27])[CH:16]=3)[CH:31]([CH3:33])[CH3:30])=[CH:7][NH:8]2)=[CH:4][CH:3]=1.